Dataset: Catalyst prediction with 721,799 reactions and 888 catalyst types from USPTO. Task: Predict which catalyst facilitates the given reaction. (1) Reactant: C1(S(O[CH:11]2[CH2:24][N:23]3[C:14](=[N:15][C:16]4[C:21]([C:22]3=[O:25])=[CH:20][CH:19]=[C:18]([Br:26])[CH:17]=4)[CH2:13][CH2:12]2)(=O)=O)C=CC=CC=1.[CH3:27][NH:28][CH3:29]. Product: [Br:26][C:18]1[CH:17]=[C:16]2[C:21]([C:22](=[O:25])[N:23]3[CH2:24][CH:11]([N:28]([CH3:29])[CH3:27])[CH2:12][CH2:13][C:14]3=[N:15]2)=[CH:20][CH:19]=1. The catalyst class is: 47. (2) Reactant: [C:1]([O:5][C:6]([N:8]1[CH2:11][C:10]([CH3:41])([NH:12][C:13]2[CH:14]=[C:15]3[C:24](=[CH:25][C:26]=2[C:27]([F:30])([F:29])[F:28])[O:23][CH2:22][C:21]2[N:16]3[CH:17]([CH3:40])[C:18](=[O:39])[N:19](COCC[Si](C)(C)C)[N:20]=2)[CH2:9]1)=[O:7])([CH3:4])([CH3:3])[CH3:2].CCCC[N+](CCCC)(CCCC)CCCC.[F-]. Product: [C:1]([O:5][C:6]([N:8]1[CH2:9][C:10]([CH3:41])([NH:12][C:13]2[CH:14]=[C:15]3[C:24](=[CH:25][C:26]=2[C:27]([F:29])([F:28])[F:30])[O:23][CH2:22][C:21]2[N:16]3[CH:17]([CH3:40])[C:18](=[O:39])[NH:19][N:20]=2)[CH2:11]1)=[O:7])([CH3:4])([CH3:2])[CH3:3]. The catalyst class is: 1. (3) Reactant: [CH2:1]([O:5][C:6]1[N:14]=[C:13]2[C:9]([N:10]=[C:11]([O:23]C)[N:12]2[CH2:15][CH2:16][CH:17]2[CH2:22][CH2:21][CH2:20][CH2:19][NH:18]2)=[C:8]([NH2:25])[N:7]=1)[CH2:2][CH2:3][CH3:4].Cl. Product: [NH2:25][C:8]1[N:7]=[C:6]([O:5][CH2:1][CH2:2][CH2:3][CH3:4])[N:14]=[C:13]2[C:9]=1[NH:10][C:11](=[O:23])[N:12]2[CH2:15][CH2:16][CH:17]1[CH2:22][CH2:21][CH2:20][CH2:19][NH:18]1. The catalyst class is: 12. (4) Reactant: Cl[C:2]1[CH:7]=[CH:6][N:5]=[C:4]([NH2:8])[N:3]=1.[CH3:9][NH:10][CH3:11]. Product: [CH3:9][N:10]([CH3:11])[C:2]1[CH:7]=[CH:6][N:5]=[C:4]([NH2:8])[N:3]=1. The catalyst class is: 6. (5) Reactant: [C:1]1([CH3:26])[CH:6]=[CH:5][C:4]([N:7]2[C:11]([NH:12][C:13](=[O:21])OC3C=CC=CC=3)=[CH:10][C:9]([C:22]([F:25])([F:24])[F:23])=[N:8]2)=[CH:3][CH:2]=1.[CH3:27][O:28][C:29]1[CH:30]=[C:31]2[C:36](=[CH:37][C:38]=1[O:39][CH2:40][CH2:41][O:42][CH3:43])[N:35]=[CH:34][N:33]=[C:32]2[S:44][C:45]1[CH:46]=[C:47]([CH:49]=[CH:50][CH:51]=1)[NH2:48]. Product: [CH3:27][O:28][C:29]1[CH:30]=[C:31]2[C:36](=[CH:37][C:38]=1[O:39][CH2:40][CH2:41][O:42][CH3:43])[N:35]=[CH:34][N:33]=[C:32]2[S:44][C:45]1[CH:46]=[C:47]([NH:48][C:13]([NH:12][C:11]2[N:7]([C:4]3[CH:3]=[CH:2][C:1]([CH3:26])=[CH:6][CH:5]=3)[N:8]=[C:9]([C:22]([F:23])([F:24])[F:25])[CH:10]=2)=[O:21])[CH:49]=[CH:50][CH:51]=1. The catalyst class is: 630. (6) Reactant: Cl.[CH2:2]([NH:4][C:5]1[CH:6]=[N:7][C:8]([CH:12]([CH3:14])[CH3:13])=[CH:9][C:10]=1[NH2:11])[CH3:3].C[Al](C)C.[C:19]1(C)C=CC=C[CH:20]=1.COC(=O)C[N:30]1[CH:34]=[CH:33][N:32]=[C:31]1[C:35]1[S:36][CH:37]=[CH:38][N:39]=1. Product: [CH2:19]([N:11]1[C:10]2[CH:9]=[C:8]([CH:12]([CH3:13])[CH3:14])[N:7]=[CH:6][C:5]=2[N:4]=[C:2]1[CH2:3][N:30]1[CH:34]=[CH:33][N:32]=[C:31]1[C:35]1[S:36][CH:37]=[CH:38][N:39]=1)[CH3:20]. The catalyst class is: 2. (7) Reactant: [CH2:1]([N:8]1[C:16]2[C:11](=[CH:12][C:13]([C:17]3[CH:22]=[CH:21][C:20]([O:23][C:24]([F:27])([F:26])[F:25])=[CH:19][CH:18]=3)=[CH:14][CH:15]=2)[CH:10]=[CH:9]1)[C:2]1[CH:7]=[CH:6][CH:5]=[CH:4][CH:3]=1.[CH2:28]([N:35]1C2C(=CC(Br)=CC=2)C=C1)C1C=CC=CC=1.FC(F)(F)OC1C=CC(B(O)O)=CC=1.ClCCl.[C:62](=[O:65])([O-])[O-:63].[K+].[K+].[O:68]1CC[O:71][CH2:70][CH2:69]1. Product: [CH2:1]([N:8]1[C:16]2[C:11](=[CH:12][C:13]([C:17]3[CH:22]=[CH:21][C:20]([O:23][C:24]([F:27])([F:25])[F:26])=[CH:19][CH:18]=3)=[CH:14][CH:15]=2)[C:10]([C:70](=[O:71])[C:69]([NH:35][CH2:28][C:62]([OH:63])=[O:65])=[O:68])=[CH:9]1)[C:2]1[CH:3]=[CH:4][CH:5]=[CH:6][CH:7]=1. The catalyst class is: 587. (8) Reactant: [CH:1]([C:3]1[CH:8]=[CH:7][C:6]([C:9]2[N:14]=[CH:13][N:12]=[C:11]([NH:15][C@H:16]([C:24]([O:26][CH3:27])=[O:25])[CH2:17][C:18]3[CH:23]=[CH:22][CH:21]=[CH:20][CH:19]=3)[CH:10]=2)=[CH:5][CH:4]=1)=[O:2].[C:28]1([Mg]Br)[CH:33]=[CH:32][CH:31]=[CH:30][CH:29]=1. Product: [OH:2][CH:1]([C:28]1[CH:33]=[CH:32][CH:31]=[CH:30][CH:29]=1)[C:3]1[CH:4]=[CH:5][C:6]([C:9]2[N:14]=[CH:13][N:12]=[C:11]([NH:15][C@H:16]([C:24]([O:26][CH3:27])=[O:25])[CH2:17][C:18]3[CH:19]=[CH:20][CH:21]=[CH:22][CH:23]=3)[CH:10]=2)=[CH:7][CH:8]=1. The catalyst class is: 7. (9) Reactant: [Cl:1][C:2]1[C:3]([F:12])=[C:4]([C:8]([F:11])=[CH:9][CH:10]=1)C(O)=O.C([N:15]([CH2:18]C)CC)C.C1(P([N:34]=[N+]=[N-])(C2C=CC=CC=2)=[O:27])C=CC=CC=1.[CH3:37][C:38]([OH:41])([CH3:40])[CH3:39]. Product: [Cl:1][C:2]1[C:3]([F:12])=[C:4]([NH:15][C:18](=[O:27])[O:41][C:38]([CH3:40])([CH3:39])[CH3:37])[C:8]([F:11])=[CH:9][CH:10]=1.[Cl:1][C:2]1[C:3]([F:12])=[C:4]([C:8]([F:11])=[CH:9][CH:10]=1)[NH2:34]. The catalyst class is: 3. (10) Reactant: [CH2:1]([OH:6])[CH2:2][CH2:3][CH:4]=[CH2:5].Cl[C:8](Cl)([O:10]C(=O)OC(Cl)(Cl)Cl)Cl.CCN(C(C)C)C(C)C.[OH-].[Na+].[NH2:30][C@H:31]([C:36]([OH:38])=[O:37])[C:32]([CH3:35])([CH3:34])[CH3:33]. Product: [CH3:33][C:32]([CH3:35])([CH3:34])[C@@H:31]([C:36]([OH:38])=[O:37])[NH:30][C:8]([O:6][CH2:1][CH2:2][CH2:3][CH:4]=[CH2:5])=[O:10]. The catalyst class is: 12.